The task is: Predict which catalyst facilitates the given reaction.. This data is from Catalyst prediction with 721,799 reactions and 888 catalyst types from USPTO. (1) Reactant: [C:1]([O:9][CH2:10][CH3:11])(=[O:8])[CH2:2][C:3]([O:5][CH2:6][CH3:7])=[O:4].[H-].[Na+].[Cl:14][C:15]1[CH:20]=[CH:19][C:18]([F:21])=[CH:17][C:16]=1Br.Cl. Product: [Cl:14][C:15]1[CH:20]=[CH:19][C:18]([F:21])=[CH:17][C:16]=1[CH:2]([C:3]([O:5][CH2:6][CH3:7])=[O:4])[C:1]([O:9][CH2:10][CH3:11])=[O:8]. The catalyst class is: 12. (2) Reactant: S([N:11]=[C:12]=[O:13])(C1C=CC(C)=CC=1)(=O)=O.[CH3:14][N:15]([CH:32]1[CH2:37][CH2:36][N:35]([CH3:38])[CH2:34][CH2:33]1)[C:16]1[N:21]2[N:22]=[C:23]([NH2:25])[N:24]=[C:20]2[CH:19]=[C:18]([C:26]2[CH:27]=[N:28][CH:29]=[CH:30][CH:31]=2)[CH:17]=1.[CH2:39](N)[CH3:40]. Product: [CH2:39]([NH:11][C:12]([NH:25][C:23]1[N:24]=[C:20]2[CH:19]=[C:18]([C:26]3[CH:27]=[N:28][CH:29]=[CH:30][CH:31]=3)[CH:17]=[C:16]([N:15]([CH3:14])[CH:32]3[CH2:37][CH2:36][N:35]([CH3:38])[CH2:34][CH2:33]3)[N:21]2[N:22]=1)=[O:13])[CH3:40]. The catalyst class is: 198. (3) Product: [O:30]1[C:25]2[CH:26]=[CH:27][CH:28]=[CH:29][C:24]=2[N:23]=[C:21]1[C:19]1[CH:18]=[CH:17][C:9]2[N:10]([CH:11]3[CH2:12][CH2:13][O:14][CH2:15][CH2:16]3)[C:6]([CH2:5][OH:4])=[N:7][C:8]=2[CH:20]=1. Reactant: C([O:4][CH2:5][C:6]1[N:10]([CH:11]2[CH2:16][CH2:15][O:14][CH2:13][CH2:12]2)[C:9]2[CH:17]=[CH:18][C:19]([C:21]([NH:23][C:24]3[CH:29]=[CH:28][CH:27]=[CH:26][C:25]=3[OH:30])=O)=[CH:20][C:8]=2[N:7]=1)(=O)C.O.C1(C)C=CC(S(O)(=O)=O)=CC=1.C(=O)([O-])O.[Na+].O1C2C=CC(C3C=CC4N(C5CCOCC5)C(COC(=O)C)=NC=4C=3)=CC=2N=C1. The catalyst class is: 11. (4) Reactant: C(O[C:9]([NH:11][CH2:12][CH2:13][C@H:14]([NH:18][C:19]([O:21][C:22]([CH3:25])([CH3:24])[CH3:23])=[O:20])[C:15]([OH:17])=[O:16])=O)C1C=CC=CC=1.[CH2:26]=O. Product: [C:22]([O:21][C:19]([NH:18][C@@H:14]([CH2:13][CH2:12][N:11]([CH3:9])[CH3:26])[C:15]([OH:17])=[O:16])=[O:20])([CH3:23])([CH3:24])[CH3:25]. The catalyst class is: 5.